Dataset: Forward reaction prediction with 1.9M reactions from USPTO patents (1976-2016). Task: Predict the product of the given reaction. (1) The product is: [Cl:15][C:16]([Cl:20])([Cl:19])[C:17](=[NH:18])[O:14][CH:10]([C:7]1[CH:6]=[CH:5][C:4]([Br:3])=[CH:9][CH:8]=1)[CH:11]([CH3:12])[CH3:13]. Given the reactants [H-].[Na+].[Br:3][C:4]1[CH:9]=[CH:8][C:7]([CH:10]([OH:14])[CH:11]([CH3:13])[CH3:12])=[CH:6][CH:5]=1.[Cl:15][C:16]([Cl:20])([Cl:19])[C:17]#[N:18].CC(C)=O.CCOC(C)=O, predict the reaction product. (2) Given the reactants [C:1]1([CH2:7][C:8]([OH:10])=O)[CH:6]=[CH:5][CH:4]=[CH:3][CH:2]=1.C(N1C=CN=C1)(N1C=CN=C1)=O.[CH2:23]([NH:30][C:31]([C:33]1[S:37][C:36]([C:38](=[N:40]O)[NH2:39])=[N:35][C:34]=1[CH3:42])=[O:32])[C:24]1[CH:29]=[CH:28][CH:27]=[CH:26][CH:25]=1, predict the reaction product. The product is: [CH2:23]([NH:30][C:31]([C:33]1[S:37][C:36]([C:38]2[N:40]=[C:8]([CH2:7][C:1]3[CH:2]=[CH:3][CH:4]=[CH:5][CH:6]=3)[O:10][N:39]=2)=[N:35][C:34]=1[CH3:42])=[O:32])[C:24]1[CH:29]=[CH:28][CH:27]=[CH:26][CH:25]=1. (3) Given the reactants Br[C:2]1[CH:7]=[CH:6][C:5]([C:8](=[O:10])[CH3:9])=[CH:4][CH:3]=1.[CH:11]([C:13]1[CH:14]=[C:15](B(O)O)[CH:16]=[CH:17][C:18]=1[O:19][CH3:20])=[O:12], predict the reaction product. The product is: [C:8]([C:5]1[CH:6]=[CH:7][C:2]([C:15]2[CH:16]=[CH:17][C:18]([O:19][CH3:20])=[C:13]([CH:11]=[O:12])[CH:14]=2)=[CH:3][CH:4]=1)(=[O:10])[CH3:9]. (4) Given the reactants [Cl:1][C:2]1[CH:3]=[CH:4][C:5]2[NH:11][C:10](=O)[C@@H:9]([CH2:13][C:14]([O:16][CH2:17][CH3:18])=[O:15])[O:8][C@H:7]([C:19]3[C:28]4[O:27][CH2:26][CH2:25][O:24][C:23]=4[CH:22]=[CH:21][CH:20]=3)[C:6]=2[CH:29]=1.C(=O)([O-])O.[Na+].P12(SP3(SP(SP(S3)(S1)=S)(=S)S2)=S)=[S:36], predict the reaction product. The product is: [Cl:1][C:2]1[CH:3]=[CH:4][C:5]2[NH:11][C:10](=[S:36])[C@@H:9]([CH2:13][C:14]([O:16][CH2:17][CH3:18])=[O:15])[O:8][C@H:7]([C:19]3[C:28]4[O:27][CH2:26][CH2:25][O:24][C:23]=4[CH:22]=[CH:21][CH:20]=3)[C:6]=2[CH:29]=1.